This data is from Forward reaction prediction with 1.9M reactions from USPTO patents (1976-2016). The task is: Predict the product of the given reaction. (1) Given the reactants [Cl:1][C:2]1[CH:7]=[CH:6][CH:5]=[C:4]([Cl:8])[C:3]=1[N:9]1[CH:18]=[C:12]2[C:13]([NH2:17])=[N:14][CH:15]=[CH:16][C:11]2=[N:10]1.[NH2:19][C:20]1[N:21]=[N:22][C:23](Cl)=[CH:24][CH:25]=1.CC1(C)C2C(=C(P(C3C=CC=CC=3)C3C=CC=CC=3)C=CC=2)OC2C(P(C3C=CC=CC=3)C3C=CC=CC=3)=CC=CC1=2.C(=O)([O-])[O-].[Cs+].[Cs+], predict the reaction product. The product is: [Cl:1][C:2]1[CH:7]=[CH:6][CH:5]=[C:4]([Cl:8])[C:3]=1[N:9]1[CH:18]=[C:12]2[C:13]([NH:17][C:23]3[N:22]=[N:21][C:20]([NH2:19])=[CH:25][CH:24]=3)=[N:14][CH:15]=[CH:16][C:11]2=[N:10]1. (2) Given the reactants [CH3:1][O:2][C:3]1[CH:8]=[C:7]([N:9]2[CH2:12][C:11]3([N:16]([CH3:17])[CH2:15][CH2:14][CH2:13]3)[CH2:10]2)[C:6]([N+:18]([O-])=O)=[CH:5][C:4]=1[NH:21][C:22]1[N:27]=[C:26]([C:28]2[CH:29]=[N:30][N:31]3[CH:36]=[CH:35][CH:34]=[CH:33][C:32]=23)[CH:25]=[CH:24][N:23]=1.[NH4+].[Cl-].C(O)C, predict the reaction product. The product is: [CH3:1][O:2][C:3]1[CH:8]=[C:7]([N:9]2[CH2:10][C:11]3([N:16]([CH3:17])[CH2:15][CH2:14][CH2:13]3)[CH2:12]2)[C:6]([NH2:18])=[CH:5][C:4]=1[NH:21][C:22]1[N:27]=[C:26]([C:28]2[CH:29]=[N:30][N:31]3[CH:36]=[CH:35][CH:34]=[CH:33][C:32]=23)[CH:25]=[CH:24][N:23]=1. (3) Given the reactants [NH2:1][C@H:2]1[C:11]2[C:6](=[CH:7][CH:8]=[C:9]([N:12]3[CH2:17][CH2:16][O:15][CH2:14][CH2:13]3)[CH:10]=2)[N:5]([C:18](=[O:20])[CH3:19])[C@@H:4]([CH:21]2[CH2:23][CH2:22]2)[C@@H:3]1[CH3:24].CC(C)([O-])C.[Na+].Br[C:32]1[CH:37]=[CH:36][CH:35]=[C:34]([O:38][CH3:39])[N:33]=1, predict the reaction product. The product is: [CH:21]1([C@H:4]2[C@H:3]([CH3:24])[C@@H:2]([NH:1][C:32]3[CH:37]=[CH:36][CH:35]=[C:34]([O:38][CH3:39])[N:33]=3)[C:11]3[C:6](=[CH:7][CH:8]=[C:9]([N:12]4[CH2:13][CH2:14][O:15][CH2:16][CH2:17]4)[CH:10]=3)[N:5]2[C:18](=[O:20])[CH3:19])[CH2:23][CH2:22]1. (4) Given the reactants Br[C:2]1[CH:3]=[CH:4][C:5]2[NH:6][C:7]3[C:12]([C:13]=2[CH:14]=1)=[CH:11][C:10](Br)=[CH:9][CH:8]=3.[H-].[Na+].Cl[Si:19]([CH2:24][CH3:25])([CH2:22][CH3:23])[CH2:20][CH3:21].[CH2:26]([Li])[CH2:27][CH2:28][CH3:29].Cl[Si:32]([C:45]1[CH:50]=[CH:49][CH:48]=[CH:47][CH:46]=1)([C:39]1[CH:44]=[CH:43][CH:42]=[CH:41][CH:40]=1)[C:33]1[CH:38]=[CH:37][CH:36]=[CH:35][CH:34]=1.[Cl-].[NH4+], predict the reaction product. The product is: [C:20]1([Si:19]([C:24]2[CH:25]=[CH:9][CH:8]=[CH:7][CH:12]=2)([C:22]2[CH:13]=[CH:14][CH:2]=[CH:3][CH:23]=2)[C:2]2[CH:3]=[CH:4][C:5]3[NH:6][C:7]4[C:12]([C:13]=3[CH:14]=2)=[CH:11][C:10]([Si:32]([C:45]2[CH:50]=[CH:49][CH:48]=[CH:47][CH:46]=2)([C:39]2[CH:44]=[CH:43][CH:42]=[CH:41][CH:40]=2)[C:33]2[CH:38]=[CH:37][CH:36]=[CH:35][CH:34]=2)=[CH:9][CH:8]=4)[CH:29]=[CH:28][CH:27]=[CH:26][CH:21]=1. (5) The product is: [CH3:33][O:32][C:30](=[O:31])[CH2:29][C:24]1[CH:23]=[C:22]([Cl:21])[CH:27]=[C:26]([O:20][CH2:19][CH2:18][C:10]2([N:13]3[CH2:14][CH2:15][CH2:16][CH2:17]3)[CH2:11][CH2:12][N:7]([C:5]3[S:6][C:2]([Br:1])=[CH:3][N:4]=3)[CH2:8][CH2:9]2)[CH:25]=1. Given the reactants [Br:1][C:2]1[S:6][C:5]([N:7]2[CH2:12][CH2:11][C:10]([CH2:18][CH2:19][OH:20])([N:13]3[CH2:17][CH2:16][CH2:15][CH2:14]3)[CH2:9][CH2:8]2)=[N:4][CH:3]=1.[Cl:21][C:22]1[CH:23]=[C:24]([CH2:29][C:30]([OH:32])=[O:31])[CH:25]=[C:26](O)[CH:27]=1.[CH2:33](P(CCCC)CCCC)CCC.N(C(N1CCCCC1)=O)=NC(N1CCCCC1)=O, predict the reaction product. (6) Given the reactants C(NC(C)C)(C)C.C([Li])CCC.[F:13][C:14]1[CH:21]=[CH:20][C:17]([C:18]#[N:19])=[C:16]([O:22][CH3:23])[CH:15]=1.[CH:24](N1CCCCC1)=[O:25], predict the reaction product. The product is: [F:13][C:14]1[CH:21]=[CH:20][C:17]([C:18]#[N:19])=[C:16]([O:22][CH3:23])[C:15]=1[CH:24]=[O:25]. (7) Given the reactants P(Cl)(Cl)([Cl:3])=O.[CH2:6]([CH:8]1[C:16]2[C:15](O)=[N:14][CH:13]=[N:12][C:11]=2[CH2:10][CH2:9]1)[CH3:7].C(#N)C, predict the reaction product. The product is: [Cl:3][C:15]1[C:16]2[CH:8]([CH2:6][CH3:7])[CH2:9][CH2:10][C:11]=2[N:12]=[CH:13][N:14]=1. (8) Given the reactants [CH3:1][O:2][C:3]1[CH:11]=[C:10]2[C:6]([CH2:7][CH2:8][C:9]2=[O:12])=[CH:5][C:4]=1[N:13]1[CH2:18][CH2:17][O:16][CH2:15][CH2:14]1.[CH3:19][C:20]1[CH:24]=[C:23]([CH:25]=O)[NH:22][N:21]=1.CC1C=CC(S(O)(=O)=O)=CC=1, predict the reaction product. The product is: [CH3:1][O:2][C:3]1[CH:11]=[C:10]2[C:6]([CH2:7]/[C:8](=[CH:25]\[C:23]3[NH:22][N:21]=[C:20]([CH3:19])[CH:24]=3)/[C:9]2=[O:12])=[CH:5][C:4]=1[N:13]1[CH2:14][CH2:15][O:16][CH2:17][CH2:18]1.